From a dataset of Forward reaction prediction with 1.9M reactions from USPTO patents (1976-2016). Predict the product of the given reaction. (1) Given the reactants [C:1]([C:4]1[C:13]([N:14]2[CH2:18][CH2:17][C@H:16]([NH:19][C:20](=[O:23])[CH2:21][CH3:22])[CH2:15]2)=[C:12]2[C:7]([CH:8]=[CH:9][CH:10]=[N:11]2)=[C:6]([Cl:24])[CH:5]=1)(=O)[CH3:2].C([O-])(=O)C.[NH4+].C([BH3-])#[N:31].[Na+].O1CCCC1, predict the reaction product. The product is: [NH2:31][CH:1]([C:4]1[C:13]([N:14]2[CH2:18][CH2:17][C@H:16]([NH:19][C:20](=[O:23])[CH2:21][CH3:22])[CH2:15]2)=[C:12]2[C:7]([CH:8]=[CH:9][CH:10]=[N:11]2)=[C:6]([Cl:24])[CH:5]=1)[CH3:2]. (2) Given the reactants [C:1]([O:5][C:6]([N:8]1[CH2:13][CH2:12][N:11]([CH2:14][CH2:15][NH:16][C:17]2[C:22]([NH2:23])=[C:21]([N:24]3[CH2:29][CH2:28][O:27][CH2:26][CH2:25]3)[N:20]=[C:19]([Cl:30])[N:18]=2)[CH2:10][CH2:9]1)=[O:7])([CH3:4])([CH3:3])[CH3:2].[N:31]([O-])=O.[Na+], predict the reaction product. The product is: [C:1]([O:5][C:6]([N:8]1[CH2:13][CH2:12][N:11]([CH2:14][CH2:15][N:16]2[C:17]3[N:18]=[C:19]([Cl:30])[N:20]=[C:21]([N:24]4[CH2:29][CH2:28][O:27][CH2:26][CH2:25]4)[C:22]=3[N:23]=[N:31]2)[CH2:10][CH2:9]1)=[O:7])([CH3:4])([CH3:2])[CH3:3]. (3) Given the reactants [OH:1][C:2]1[CH:3]=[C:4]([CH:9]=[CH:10][C:11]=1[CH3:12])[C:5]([O:7][CH3:8])=[O:6].C(=O)([O-])[O-].[K+].[K+].Br[CH:20]([CH3:22])[CH3:21].[I-].[K+], predict the reaction product. The product is: [CH:20]([O:1][C:2]1[CH:3]=[C:4]([CH:9]=[CH:10][C:11]=1[CH3:12])[C:5]([O:7][CH3:8])=[O:6])([CH3:22])[CH3:21]. (4) Given the reactants [NH2:1][C:2]1[CH:3]=[CH:4][C:5]([N:9]2[CH2:14][CH2:13][CH2:12][C@@H:11]([C:15]([N:17]([CH2:19][CH3:20])[CH3:18])=[O:16])[CH2:10]2)=[N:6][C:7]=1[NH2:8].[CH:21]1([C:24]2[N:29]=[C:28]([CH:30]=O)[CH:27]=[CH:26][N:25]=2)[CH2:23][CH2:22]1.[S].C(O)(=O)C, predict the reaction product. The product is: [CH:21]1([C:24]2[N:29]=[C:28]([C:30]3[NH:8][C:7]4=[N:6][C:5]([N:9]5[CH2:14][CH2:13][CH2:12][C@@H:11]([C:15]([N:17]([CH2:19][CH3:20])[CH3:18])=[O:16])[CH2:10]5)=[CH:4][CH:3]=[C:2]4[N:1]=3)[CH:27]=[CH:26][N:25]=2)[CH2:23][CH2:22]1. (5) Given the reactants Br[C:2]1[CH:24]=[CH:23][CH:22]=[CH:21][C:3]=1[CH2:4][N:5]1[C:9](=[O:10])[N:8]([CH:11]2[CH2:13][CH2:12]2)[C:7]([C:14]2[CH:19]=[CH:18][C:17]([Cl:20])=[CH:16][CH:15]=2)=[N:6]1.[C:25]1([CH3:32])[C:30]([OH:31])=[CH:29][CH:28]=[CH:27][CH:26]=1, predict the reaction product. The product is: [Cl:20][C:17]1[CH:18]=[CH:19][C:14]([C:7]2[N:8]([CH:11]3[CH2:13][CH2:12]3)[C:9](=[O:10])[N:5]([CH2:4][C:3]3[CH:21]=[CH:22][CH:23]=[CH:24][C:2]=3[O:31][C:30]3[CH:29]=[CH:28][CH:27]=[CH:26][C:25]=3[CH3:32])[N:6]=2)=[CH:15][CH:16]=1. (6) The product is: [N:22]1([CH2:27][CH2:28][NH:29][C:30]([C:32]2[CH:36]=[C:35]([CH3:37])[NH:34][C:33]=2[CH:38]=[C:12]2[C:11]3[C:15](=[CH:16][CH:17]=[CH:18][C:10]=3[C:7]3[CH:6]=[CH:5][C:4]([O:3][C:2]([F:1])([F:20])[F:21])=[CH:9][CH:8]=3)[NH:14][C:13]2=[O:19])=[O:31])[CH:26]=[CH:25][N:24]=[N:23]1. Given the reactants [F:1][C:2]([F:21])([F:20])[O:3][C:4]1[CH:9]=[CH:8][C:7]([C:10]2[CH:18]=[CH:17][CH:16]=[C:15]3[C:11]=2[CH2:12][C:13](=[O:19])[NH:14]3)=[CH:6][CH:5]=1.[N:22]1([CH2:27][CH2:28][NH:29][C:30]([C:32]2[CH:36]=[C:35]([CH3:37])[NH:34][C:33]=2[CH:38]=O)=[O:31])[CH:26]=[CH:25][N:24]=[N:23]1, predict the reaction product. (7) The product is: [CH3:1][O:2][C:3]([C:5]1[C:14]([O:15][CH3:16])=[CH:13][C:12]2[C:7](=[CH:8][C:9]([C:24]3[CH:23]=[CH:22][CH:21]=[C:20]([O:19][CH3:18])[CH:25]=3)=[CH:10][CH:11]=2)[CH:6]=1)=[O:4]. Given the reactants [CH3:1][O:2][C:3]([C:5]1[C:14]([O:15][CH3:16])=[CH:13][C:12]2[C:7](=[CH:8][C:9](Br)=[CH:10][CH:11]=2)[CH:6]=1)=[O:4].[CH3:18][O:19][C:20]1[CH:21]=[C:22](OB(O)O)[CH:23]=[CH:24][CH:25]=1, predict the reaction product. (8) Given the reactants [C:1]([C:3]1[CH:4]=[CH:5][C:6]([CH2:22][CH2:23][CH2:24][C:25]([O:27][CH2:28][CH3:29])=[O:26])=[C:7]2[C:11]=1[N:10]([S:12]([C:15]1[CH:20]=[CH:19][C:18]([CH3:21])=[CH:17][CH:16]=1)(=[O:14])=[O:13])[CH:9]=[CH:8]2)#[N:2].Cl.[NH2:31][OH:32].C(=O)([O-])[O-].[Na+].[Na+], predict the reaction product. The product is: [OH:32][NH:31][C:1](=[NH:2])[C:3]1[CH:4]=[CH:5][C:6]([CH2:22][CH2:23][CH2:24][C:25]([O:27][CH2:28][CH3:29])=[O:26])=[C:7]2[C:11]=1[N:10]([S:12]([C:15]1[CH:20]=[CH:19][C:18]([CH3:21])=[CH:17][CH:16]=1)(=[O:13])=[O:14])[CH:9]=[CH:8]2.